The task is: Predict the reactants needed to synthesize the given product.. This data is from Retrosynthesis with 50K atom-mapped reactions and 10 reaction types from USPTO. (1) Given the product CCOC(=O)C1(c2ccc(-c3ccc(-c4onc(C)c4CNC(=O)Cc4ccccc4)cc3)cc2)CC1, predict the reactants needed to synthesize it. The reactants are: CCOC(=O)C1(c2ccc(-c3ccc(-c4onc(C)c4CN)cc3)cc2)CC1.O=C(Cl)Cc1ccccc1. (2) Given the product Cc1cc(C(=O)Nc2cccc(C(=O)c3ccc4c(c3)NC(=O)C4=CNc3ccc(CO)cc3)c2)n(C)n1, predict the reactants needed to synthesize it. The reactants are: Cc1cc(C(=O)Nc2cccc(C(=O)c3ccc4c(c3)NC(=O)C4=CO)c2)n(C)n1.Nc1ccc(CO)cc1. (3) Given the product CC(=O)N1CCC(CCC(=O)c2ccc(N3CCCC3)cc2)CC1, predict the reactants needed to synthesize it. The reactants are: C1CCNC1.CC(=O)N1CCC(CCC(=O)c2ccc(F)cc2)CC1.